This data is from Forward reaction prediction with 1.9M reactions from USPTO patents (1976-2016). The task is: Predict the product of the given reaction. (1) Given the reactants Br[C:2]1[CH:7]=[CH:6][N:5]=[C:4]2[NH:8][C:9]([C:11]3[CH:12]=[N:13][N:14]([CH3:16])[CH:15]=3)=[N:10][C:3]=12.[C:17]([C:21]1[CH:45]=[CH:44][C:24]([C:25]([NH:27][C:28]2[CH:33]=[CH:32][CH:31]=[C:30](B3OC(C)(C)C(C)(C)O3)[C:29]=2[CH3:43])=[O:26])=[CH:23][CH:22]=1)([CH3:20])([CH3:19])[CH3:18].P([O-])([O-])([O-])=O.[K+].[K+].[K+].C([O-])(=O)C.[Na+].C(#N)C, predict the reaction product. The product is: [C:17]([C:21]1[CH:45]=[CH:44][C:24]([C:25]([NH:27][C:28]2[CH:33]=[CH:32][CH:31]=[C:30]([C:2]3[CH:7]=[CH:6][N:5]=[C:4]4[NH:8][C:9]([C:11]5[CH:12]=[N:13][N:14]([CH3:16])[CH:15]=5)=[N:10][C:3]=34)[C:29]=2[CH3:43])=[O:26])=[CH:23][CH:22]=1)([CH3:20])([CH3:18])[CH3:19]. (2) Given the reactants C([O:8][C:9](=[O:39])[C:10]([CH3:38])([CH3:37])[CH2:11][O:12][C:13]([O:15][CH:16]([N:18]1[N:22]=[C:21]([C:23]2[N:24]=[C:25]([C:28]3[CH:33]=[CH:32][C:31]([Cl:34])=[CH:30][CH:29]=3)[S:26][CH:27]=2)[C:20]([C:35]#[N:36])=[N:19]1)[CH3:17])=[O:14])C1C=CC=CC=1, predict the reaction product. The product is: [Cl:34][C:31]1[CH:30]=[CH:29][C:28]([C:25]2[S:26][CH:27]=[C:23]([C:21]3[C:20]([C:35]#[N:36])=[N:19][N:18]([CH:16]([O:15][C:13]([O:12][CH2:11][C:10]([CH3:37])([CH3:38])[C:9]([OH:39])=[O:8])=[O:14])[CH3:17])[N:22]=3)[N:24]=2)=[CH:33][CH:32]=1. (3) Given the reactants [S:1]1[CH:5]=[CH:4][C:3]([CH:6]=[O:7])=[CH:2]1.[OH-].[K+].[N+:10]([CH2:12][C:13]([N:15]1[CH2:20][CH2:19][CH2:18][CH2:17][CH2:16]1)=[O:14])#[C-:11], predict the reaction product. The product is: [S:1]1[CH:5]=[CH:4][C:3]([C@@H:6]2[O:7][CH:11]=[N:10][C@H:12]2[C:13]([N:15]2[CH2:20][CH2:19][CH2:18][CH2:17][CH2:16]2)=[O:14])=[CH:2]1. (4) Given the reactants [C@@H:1]12[N:8]([C:9]3[CH:14]=[C:13]([C:15]([F:18])([F:17])[F:16])[N:12]=[C:11]([N:19]([CH3:21])[CH3:20])[N:10]=3)[CH2:7][C@@H:6]1[CH2:5][CH2:4][NH:3][CH2:2]2.CC1C=C(C)N=C(N2[C@@H]3[C@@H](CCNC3)C2)N=1.[F:38][C:39]1[CH:40]=[CH:41][C:42]([N:48]2[N:52]=[CH:51][CH:50]=[N:49]2)=[C:43]([CH:47]=1)[C:44](O)=[O:45].S1C=CC=C1C1C=CC=CC=1C(O)=O, predict the reaction product. The product is: [CH3:20][N:19]([CH3:21])[C:11]1[N:10]=[C:9]([N:8]2[C@@H:1]3[C@@H:6]([CH2:5][CH2:4][N:3]([C:44]([C:43]4[CH:47]=[C:39]([F:38])[CH:40]=[CH:41][C:42]=4[N:48]4[N:52]=[CH:51][CH:50]=[N:49]4)=[O:45])[CH2:2]3)[CH2:7]2)[CH:14]=[C:13]([C:15]([F:17])([F:18])[F:16])[N:12]=1. (5) Given the reactants [Cl:1][C:2]1[CH:18]=[CH:17][C:5]2[CH2:6][CH2:7][N:8]([C:11](=[O:16])[C:12]([F:15])([F:14])[F:13])[CH2:9][CH2:10][C:4]=2[C:3]=1OS(C(F)(F)F)(=O)=O.[CH3:27][C:28]([CH3:41])([CH3:40])[CH2:29][CH2:30][O:31][C:32]1[CH:39]=[CH:38][C:35]([CH2:36][NH2:37])=[CH:34][CH:33]=1, predict the reaction product. The product is: [Cl:1][C:2]1[CH:18]=[CH:17][C:5]2[CH2:6][CH2:7][N:8]([C:11](=[O:16])[C:12]([F:15])([F:14])[F:13])[CH2:9][CH2:10][C:4]=2[C:3]=1[NH:37][CH2:36][C:35]1[CH:38]=[CH:39][C:32]([O:31][CH2:30][CH2:29][C:28]([CH3:41])([CH3:40])[CH3:27])=[CH:33][CH:34]=1.